Dataset: Reaction yield outcomes from USPTO patents with 853,638 reactions. Task: Predict the reaction yield, written as a fraction of the theoretical maximum amount of product (1.0 means a 100% yield; for example, 0.34 means a 34% yield). (1) The reactants are [Cl-].[Al+3].[Cl-].[Cl-].[N+:5]([C:8]1[CH:16]=[CH:15][C:11]([C:12](Cl)=[O:13])=[CH:10][CH:9]=1)([O-:7])=[O:6].[C:17]1([CH3:23])[CH:22]=[CH:21][CH:20]=[CH:19][CH:18]=1.Cl. The catalyst is C(=S)=S.O. The product is [CH3:23][C:17]1[CH:22]=[CH:21][C:20]([C:12]([C:11]2[CH:15]=[CH:16][C:8]([N+:5]([O-:7])=[O:6])=[CH:9][CH:10]=2)=[O:13])=[CH:19][CH:18]=1. The yield is 0.820. (2) The reactants are Cl[C:2]([C:4]1[CH:13]=[CH:12][C:7]([C:8]([O:10][CH3:11])=[O:9])=[CH:6][CH:5]=1)=[O:3].[CH3:14][C:15]1[CH:16]=[C:17]([C:21]2[N:22]=[C:23]([NH2:32])[S:24][C:25]=2[C:26]2[CH:31]=[CH:30][N:29]=[CH:28][N:27]=2)[CH:18]=[CH:19][CH:20]=1.CN(C1C=CC=CN=1)C.C(=O)([O-])O.[Na+]. The catalyst is CN(C)C(=O)C. The product is [CH3:14][C:15]1[CH:16]=[C:17]([C:21]2[N:22]=[C:23]([NH:32][C:2]([C:4]3[CH:13]=[CH:12][C:7]([C:8]([O:10][CH3:11])=[O:9])=[CH:6][CH:5]=3)=[O:3])[S:24][C:25]=2[C:26]2[CH:31]=[CH:30][N:29]=[CH:28][N:27]=2)[CH:18]=[CH:19][CH:20]=1. The yield is 0.650. (3) The reactants are [CH3:1][O:2][C:3](=[O:31])[CH:4]([C:9]1[CH:14]=[C:13]([O:15]CC2C=CC=CC=2)[CH:12]=[C:11]([O:23]CC2C=CC=CC=2)[CH:10]=1)[CH2:5][C:6]([CH3:8])=[CH2:7].[OH-].[Na+]. The product is [CH3:1][O:2][C:3](=[O:31])[CH:4]([C:9]1[CH:14]=[C:13]([OH:15])[CH:12]=[C:11]([OH:23])[CH:10]=1)[CH2:5][CH:6]([CH3:8])[CH3:7]. The catalyst is CO.[Pd]. The yield is 0.900. (4) The reactants are C([O:3][C:4](=[O:28])[C:5]1[CH:10]=[CH:9][C:8]([O:11][CH2:12][CH2:13][CH2:14][CH2:15][CH2:16][CH2:17][O:18][C:19]2[CH:24]=[C:23]([F:25])[C:22]([F:26])=[C:21]([F:27])[CH:20]=2)=[CH:7][CH:6]=1)C.[OH-].[Na+].Cl. The catalyst is O1CCOCC1. The product is [F:25][C:23]1[CH:24]=[C:19]([CH:20]=[C:21]([F:27])[C:22]=1[F:26])[O:18][CH2:17][CH2:16][CH2:15][CH2:14][CH2:13][CH2:12][O:11][C:8]1[CH:9]=[CH:10][C:5]([C:4]([OH:28])=[O:3])=[CH:6][CH:7]=1. The yield is 0.620. (5) The reactants are Br[C:2]1[C:7]([Cl:8])=[CH:6][CH:5]=[CH:4][C:3]=1[Cl:9].[CH3:10][C:11]1[CH:16]=[CH:15][CH:14]=[CH:13][C:12]=1B(O)O.[O-]P([O-])([O-])=O.[K+].[K+].[K+]. The catalyst is C1(C)C=CC=CC=1. The product is [Cl:9][C:3]1[CH:4]=[CH:5][CH:6]=[C:7]([Cl:8])[C:2]=1[C:12]1[CH:13]=[CH:14][CH:15]=[CH:16][C:11]=1[CH3:10]. The yield is 0.760.